Dataset: Catalyst prediction with 721,799 reactions and 888 catalyst types from USPTO. Task: Predict which catalyst facilitates the given reaction. Reactant: [NH2:1][C:2]1[C:7]([N+:8]([O-])=O)=[C:6]([N:11]2[CH2:16][CH2:15][CH:14]([CH2:17][C:18]([NH:20][C:21]3[S:22][CH:23]=[CH:24][N:25]=3)=[O:19])[CH2:13][CH2:12]2)[C:5]([Br:26])=[CH:4][N:3]=1.[CH3:27][N:28]([CH3:37])[C:29]1[CH:36]=[CH:35][C:32]([CH:33]=O)=[CH:31][CH:30]=1.[O-]S(S([O-])=O)=O.[Na+].[Na+]. Product: [Br:26][C:5]1[C:6]([N:11]2[CH2:16][CH2:15][CH:14]([CH2:17][C:18]([NH:20][C:21]3[S:22][CH:23]=[CH:24][N:25]=3)=[O:19])[CH2:13][CH2:12]2)=[C:7]2[N:8]=[C:33]([C:32]3[CH:35]=[CH:36][C:29]([N:28]([CH3:37])[CH3:27])=[CH:30][CH:31]=3)[NH:1][C:2]2=[N:3][CH:4]=1. The catalyst class is: 8.